Dataset: CYP2C9 inhibition data for predicting drug metabolism from PubChem BioAssay. Task: Regression/Classification. Given a drug SMILES string, predict its absorption, distribution, metabolism, or excretion properties. Task type varies by dataset: regression for continuous measurements (e.g., permeability, clearance, half-life) or binary classification for categorical outcomes (e.g., BBB penetration, CYP inhibition). Dataset: cyp2c9_veith. (1) The compound is CCC(C)(N=Cc1ccccc1)c1nnnn1-c1c(C)cccc1C. The result is 1 (inhibitor). (2) The drug is COc1ccccc1N1CCN(C(=O)/C=C/c2ccc3c(c2)OCO3)CC1. The result is 1 (inhibitor). (3) The compound is NCCc1c[nH]c2ccccc12. The result is 0 (non-inhibitor). (4) The compound is Cc1c(C)c(C)c(CC2(C)CSC2)c(CC2(C)CSC2)c1C. The result is 0 (non-inhibitor). (5) The result is 0 (non-inhibitor). The drug is O=C(c1csnn1)N1CCC2(CCCN(c3ncccn3)C2)CC1. (6) The result is 1 (inhibitor). The compound is CCC[C@@H]1C[C@@]1(CCC)C(NC(=O)c1ccco1)c1ccc(Cl)cc1. (7) The result is 1 (inhibitor). The compound is Cc1nc(Cl)c(C#N)cc1-c1ccccc1.